Dataset: Catalyst prediction with 721,799 reactions and 888 catalyst types from USPTO. Task: Predict which catalyst facilitates the given reaction. (1) Reactant: N1C=CN=C1.[CH3:6][C:7]([Si:10](Cl)([CH3:12])[CH3:11])([CH3:9])[CH3:8].[OH:14][CH2:15][CH2:16][C:17]1[O:18][CH:19]=[CH:20][CH:21]=1.CCOCC. Product: [CH3:6][C:7]([Si:10]([O:14][CH2:15][CH2:16][C:17]1[O:18][CH:19]=[CH:20][CH:21]=1)([CH3:12])[CH3:11])([CH3:9])[CH3:8]. The catalyst class is: 3. (2) Reactant: CN(C(ON1N=NC2C=CC=CC1=2)=[N+](C)C)C.F[P-](F)(F)(F)(F)F.C1C=CC2N(O)N=NC=2C=1.C(N(C(C)C)CC)(C)C.[Cl:44][C:45]1[CH:76]=[CH:75][C:48]([CH2:49][N:50]2[CH:55]=[C:54]([C:56](O)=[O:57])[C:53](=[O:59])[N:52]=[C:51]2[NH:60][C:61]2[CH:66]=[CH:65][C:64]([O:67][C:68]3[CH:73]=[CH:72][CH:71]=[C:70]([F:74])[N:69]=3)=[CH:63][CH:62]=2)=[CH:47][CH:46]=1.[C:77](=[N:80]O)([NH2:79])[CH3:78]. Product: [Cl:44][C:45]1[CH:76]=[CH:75][C:48]([CH2:49][N:50]2[CH:55]=[C:54]([C:56]3[O:57][N:80]=[C:77]([CH3:78])[N:79]=3)[C:53](=[O:59])[N:52]=[C:51]2[NH:60][C:61]2[CH:66]=[CH:65][C:64]([O:67][C:68]3[CH:73]=[CH:72][CH:71]=[C:70]([F:74])[N:69]=3)=[CH:63][CH:62]=2)=[CH:47][CH:46]=1. The catalyst class is: 136. (3) Reactant: [CH2:1]([O:8][C:9]1[CH:14]=[CH:13][C:12]([C:15]2[CH:19]=[C:18]([CH2:20][OH:21])[O:17][N:16]=2)=[CH:11][CH:10]=1)[C:2]1[CH:7]=[CH:6][CH:5]=[CH:4][CH:3]=1.S(=O)(=O)=O.C(N(CC)CC)C.[NH4+].[Cl-]. Product: [CH2:1]([O:8][C:9]1[CH:14]=[CH:13][C:12]([C:15]2[CH:19]=[C:18]([CH:20]=[O:21])[O:17][N:16]=2)=[CH:11][CH:10]=1)[C:2]1[CH:7]=[CH:6][CH:5]=[CH:4][CH:3]=1. The catalyst class is: 549.